This data is from Catalyst prediction with 721,799 reactions and 888 catalyst types from USPTO. The task is: Predict which catalyst facilitates the given reaction. (1) Product: [C:4]([O:8][C:9](=[O:31])[NH:10][CH2:11][CH2:12][CH:13]([NH2:20])[C:14]1[CH:19]=[CH:18][CH:17]=[CH:16][CH:15]=1)([CH3:7])([CH3:5])[CH3:6]. The catalyst class is: 36. Reactant: O.NN.[C:4]([O:8][C:9](=[O:31])[NH:10][CH2:11][CH2:12][CH:13]([N:20]1C(=O)C2C(=CC=CC=2)C1=O)[C:14]1[CH:19]=[CH:18][CH:17]=[CH:16][CH:15]=1)([CH3:7])([CH3:6])[CH3:5]. (2) The catalyst class is: 187. Product: [F:22][C:19]1[CH:20]=[CH:21][C:16]([N:1]2[CH2:6][CH2:5][CH2:4][C@@H:3]([NH:7][C:8](=[O:14])[O:9][C:10]([CH3:11])([CH3:13])[CH3:12])[CH2:2]2)=[CH:17][CH:18]=1. Reactant: [NH:1]1[CH2:6][CH2:5][CH2:4][C@@H:3]([NH:7][C:8](=[O:14])[O:9][C:10]([CH3:13])([CH3:12])[CH3:11])[CH2:2]1.Br[C:16]1[CH:21]=[CH:20][C:19]([F:22])=[CH:18][CH:17]=1.C(P(C(C)(C)C)C1C=CC=CC=1C1C=CC=CC=1)(C)(C)C.CC(C)([O-])C.[Na+]. (3) Reactant: C([Li])CCC.[Br-].[OH:7][C:8]1[CH:33]=[CH:32][CH:31]=[CH:30][C:9]=1[CH2:10][P+](C1C=CC=CC=1)(C1C=CC=CC=1)C1C=CC=CC=1.[C:34]([C:36]1[CH:57]=[CH:56][C:39]([CH2:40][CH:41]([CH:54]=O)[CH2:42][CH2:43][C:44]2[CH:53]=[CH:52][C:47]([C:48]([O:50][CH3:51])=[O:49])=[CH:46][CH:45]=2)=[CH:38][CH:37]=1)#[N:35].O. Product: [C:34]([C:36]1[CH:37]=[CH:38][C:39]([CH2:40][CH:41](/[CH:54]=[CH:10]/[C:9]2[CH:30]=[CH:31][CH:32]=[CH:33][C:8]=2[OH:7])[CH2:42][CH2:43][C:44]2[CH:45]=[CH:46][C:47]([C:48]([O:50][CH3:51])=[O:49])=[CH:52][CH:53]=2)=[CH:56][CH:57]=1)#[N:35]. The catalyst class is: 323. (4) Reactant: [Cl:1][CH2:2][CH2:3][CH2:4][N:5]1[CH2:10][C:9]2[CH:11]=[CH:12][CH:13]=[CH:14][C:8]=2[NH:7][S:6]1(=[O:16])=[O:15].N1C=CC=CC=1.[C:23]1(B(O)O)[CH:28]=[CH:27][CH:26]=[CH:25][CH:24]=1. Product: [Cl:1][CH2:2][CH2:3][CH2:4][N:5]1[CH2:10][C:9]2[CH:11]=[CH:12][CH:13]=[CH:14][C:8]=2[N:7]([C:23]2[CH:28]=[CH:27][CH:26]=[CH:25][CH:24]=2)[S:6]1(=[O:16])=[O:15]. The catalyst class is: 221.